Dataset: Catalyst prediction with 721,799 reactions and 888 catalyst types from USPTO. Task: Predict which catalyst facilitates the given reaction. (1) Reactant: [OH-].[Na+].[N+:3]([CH3:6])([O-:5])=[O:4].[CH:7]1([CH:13]=[O:14])[CH2:12][CH2:11][CH2:10][CH2:9][CH2:8]1.C(O)(=O)C. Product: [CH:7]1([CH:13]([OH:14])[CH2:6][N+:3]([O-:5])=[O:4])[CH2:12][CH2:11][CH2:10][CH2:9][CH2:8]1. The catalyst class is: 14. (2) Reactant: [Cl:1][C:2]1[CH:7]=[CH:6][C:5]([CH:8]([CH2:27][CH2:28][S:29][C:30]2[CH:35]=[CH:34][CH:33]=[CH:32][CH:31]=2)/[C:9](/[F:26])=[C:10](\[F:25])/[CH2:11][C:12]2[CH:17]=[CH:16][CH:15]=[C:14]([O:18][C:19]3[CH:24]=[CH:23][CH:22]=[CH:21][CH:20]=3)[CH:13]=2)=[CH:4][CH:3]=1.ClC1C=CC=C(C(OO)=[O:44])C=1. Product: [C:30]1([S:29]([CH2:28][CH2:27][CH:8]([C:5]2[CH:4]=[CH:3][C:2]([Cl:1])=[CH:7][CH:6]=2)/[C:9](/[F:26])=[C:10](\[F:25])/[CH2:11][C:12]2[CH:17]=[CH:16][CH:15]=[C:14]([O:18][C:19]3[CH:24]=[CH:23][CH:22]=[CH:21][CH:20]=3)[CH:13]=2)=[O:44])[CH:31]=[CH:32][CH:33]=[CH:34][CH:35]=1. The catalyst class is: 2. (3) Reactant: [NH2:1][C:2]1[CH:3]=[N:4][CH:5]=[CH:6][C:7]=1[N:8]1[CH2:13][CH2:12][CH2:11][C@H:10]([NH:14][C:15](=[O:21])[O:16][C:17]([CH3:20])([CH3:19])[CH3:18])[CH2:9]1.[C:22]([O:26][C:27]([NH:29][C:30]1[S:38][C:37]2[C:32](=[N:33][CH:34]=[C:35]([O:39][CH3:40])[CH:36]=2)[C:31]=1[C:41](O)=[O:42])=[O:28])([CH3:25])([CH3:24])[CH3:23].CN(C(ON1N=NC2C=CC=NC1=2)=[N+](C)C)C.F[P-](F)(F)(F)(F)F.CCN(C(C)C)C(C)C. Product: [C:22]([O:26][C:27]([NH:29][C:30]1[S:38][C:37]2[C:32](=[N:33][CH:34]=[C:35]([O:39][CH3:40])[CH:36]=2)[C:31]=1[C:41]([NH:1][C:2]1[CH:3]=[N:4][CH:5]=[CH:6][C:7]=1[N:8]1[CH2:13][CH2:12][CH2:11][C@H:10]([NH:14][C:15](=[O:21])[O:16][C:17]([CH3:18])([CH3:20])[CH3:19])[CH2:9]1)=[O:42])=[O:28])([CH3:25])([CH3:23])[CH3:24]. The catalyst class is: 3. (4) Reactant: [Cl:1][C:2]1[CH:34]=[CH:33][C:5]([CH2:6][O:7][C@@H:8]2[CH2:12][CH2:11][CH2:10][C@H:9]2[NH:13]C(C2C=CC=CC=2)(C2C=CC=CC=2)C2C=CC=CC=2)=[CH:4][CH:3]=1.Cl. Product: [Cl:1][C:2]1[CH:34]=[CH:33][C:5]([CH2:6][O:7][C@@H:8]2[CH2:12][CH2:11][CH2:10][C@H:9]2[NH2:13])=[CH:4][CH:3]=1. The catalyst class is: 412. (5) Reactant: O[CH2:2][CH2:3][N:4]([CH3:38])[C:5]([C:7]1[C:12]([O:13][CH2:14][C:15]2[CH:20]=[CH:19][CH:18]=[CH:17][CH:16]=2)=[C:11]([OH:21])[N:10]=[C:9]([CH2:22][C:23]2([C:28]3[C:37]4[C:32](=[CH:33][CH:34]=[CH:35][CH:36]=4)[CH:31]=[CH:30][CH:29]=3)[CH2:27][CH2:26][CH2:25][CH2:24]2)[N:8]=1)=[O:6].C1(P(C2C=CC=CC=2)C2C=CC=CC=2)C=CC=CC=1.N(C(OC(C)C)=O)=NC(OC(C)C)=O.CO. Product: [CH2:14]([O:13][C:12]1[C:11](=[O:21])[N:10]=[C:9]([CH2:22][C:23]2([C:28]3[C:37]4[C:32](=[CH:33][CH:34]=[CH:35][CH:36]=4)[CH:31]=[CH:30][CH:29]=3)[CH2:27][CH2:26][CH2:25][CH2:24]2)[N:8]2[CH2:2][CH2:3][N:4]([CH3:38])[C:5](=[O:6])[C:7]=12)[C:15]1[CH:20]=[CH:19][CH:18]=[CH:17][CH:16]=1. The catalyst class is: 96.